From a dataset of Forward reaction prediction with 1.9M reactions from USPTO patents (1976-2016). Predict the product of the given reaction. (1) Given the reactants [Cl:1][C:2]1[C:3]([F:38])=[C:4]([C@:9]23[CH2:16][O:15][C@H:14]([CH2:17][O:18][C:19]([C:32]4[CH:37]=[CH:36][CH:35]=[CH:34][CH:33]=4)([C:26]4[CH:31]=[CH:30][CH:29]=[CH:28][CH:27]=4)[C:20]4[CH:25]=[CH:24][CH:23]=[CH:22][CH:21]=4)[C@H:13]2[CH2:12][O:11][NH:10]3)[CH:5]=[CH:6][C:7]=1[F:8], predict the reaction product. The product is: [NH2:10][C@@:9]1([C:4]2[CH:5]=[CH:6][C:7]([F:8])=[C:2]([Cl:1])[C:3]=2[F:38])[CH2:16][O:15][C@H:14]([CH2:17][O:18][C:19]([C:20]2[CH:25]=[CH:24][CH:23]=[CH:22][CH:21]=2)([C:26]2[CH:31]=[CH:30][CH:29]=[CH:28][CH:27]=2)[C:32]2[CH:37]=[CH:36][CH:35]=[CH:34][CH:33]=2)[C@H:13]1[CH2:12][OH:11]. (2) Given the reactants [Cl:1][C:2]1[C:11]2[N:10]=[C:9]([C:12]3[N:13]([C:21]4[C:26]([Cl:27])=[CH:25][CH:24]=[CH:23][N:22]=4)[N:14]=[C:15]([C:17]([F:20])([F:19])[F:18])[CH:16]=3)[O:8][C:7](=[O:28])[C:6]=2[CH:5]=[C:4]2[NH:29][CH:30]=[N:31][C:3]=12.[CH3:32][NH2:33], predict the reaction product. The product is: [CH3:32][NH:33][C:7]([C:6]1[C:11]([NH:10][C:9]([C:12]2[N:13]([C:21]3[C:26]([Cl:27])=[CH:25][CH:24]=[CH:23][N:22]=3)[N:14]=[C:15]([C:17]([F:18])([F:20])[F:19])[CH:16]=2)=[O:8])=[C:2]([Cl:1])[C:3]2[N:31]=[CH:30][NH:29][C:4]=2[CH:5]=1)=[O:28]. (3) Given the reactants Br[C:2]1[CH:7]=[CH:6][C:5](Br)=[CH:4][N:3]=1.C(N([CH2:14][CH3:15])CC)C.[C:16]([Si:18]([CH3:21])([CH3:20])[CH3:19])#[CH:17], predict the reaction product. The product is: [CH3:19][Si:18]([CH3:21])([CH3:20])[C:16]#[C:17][C:5]1[CH:4]=[N:3][C:2]([C:15]#[C:14][Si:18]([CH3:20])([CH3:19])[CH3:16])=[CH:7][CH:6]=1.